This data is from Caco-2 cell permeability data measuring drug intestinal absorption for ~900 compounds. The task is: Regression/Classification. Given a drug SMILES string, predict its absorption, distribution, metabolism, or excretion properties. Task type varies by dataset: regression for continuous measurements (e.g., permeability, clearance, half-life) or binary classification for categorical outcomes (e.g., BBB penetration, CYP inhibition). For this dataset (caco2_wang), we predict Y. (1) The drug is FC(F)(F)c1cccc(C2=CCN(CCc3ccc4ccccc4c3)CC2)c1. The Y is -4.73 log Papp (cm/s). (2) The Y is -4.90 log Papp (cm/s). The compound is CC(C)CC[C@@H](O)[C@](C)(O)[C@H]1CC[C@@]2(O)C3=CC(=O)[C@]4(O)C[C@@H](O)[C@@H](O)C[C@@]4(C)C3[C@@H](O)C[C@]12C. (3) The molecule is CC(C)=CC(=O)O[C@@H]1Cc2cc3ccc(=O)oc3cc2OC1(C)C. The Y is -4.92 log Papp (cm/s). (4) The compound is COc1ccc2c(=O)cc(-c3ccccc3)oc2c1. The Y is -4.65 log Papp (cm/s). (5) The drug is Clc1ccncc1. The Y is -4.22 log Papp (cm/s).